This data is from Full USPTO retrosynthesis dataset with 1.9M reactions from patents (1976-2016). The task is: Predict the reactants needed to synthesize the given product. Given the product [CH3:29][O:30][C:31](=[O:51])[CH2:32][C:33]1[CH:34]=[C:35]([C:11]2[CH:12]=[CH:13][C:14]([C:16]([F:17])([F:18])[F:19])=[CH:15][C:10]=2[CH2:9][N:3]([C:4]([CH:6]2[CH2:7][CH2:8]2)=[O:5])[CH2:1][CH3:2])[CH:36]=[C:37]([C:39]([F:41])([F:40])[F:42])[CH:38]=1, predict the reactants needed to synthesize it. The reactants are: [CH2:1]([N:3]([CH2:9][C:10]1[CH:15]=[C:14]([C:16]([F:19])([F:18])[F:17])[CH:13]=[CH:12][C:11]=1B1OC(C)(C)C(C)(C)O1)[C:4]([CH:6]1[CH2:8][CH2:7]1)=[O:5])[CH3:2].[CH3:29][O:30][C:31](=[O:51])[CH2:32][C:33]1[CH:38]=[C:37]([C:39]([F:42])([F:41])[F:40])[CH:36]=[C:35](OS(C(F)(F)F)(=O)=O)[CH:34]=1.